From a dataset of Forward reaction prediction with 1.9M reactions from USPTO patents (1976-2016). Predict the product of the given reaction. (1) Given the reactants [NH2:1][C:2]1[N:10]=[CH:9][CH:8]=[CH:7][C:3]=1[C:4]([NH2:6])=[O:5].[Cl:11][C:12]1[CH:19]=[CH:18][C:17]([Cl:20])=[CH:16][C:13]=1[CH2:14][Br:15], predict the reaction product. The product is: [BrH:15].[Cl:11][C:12]1[CH:19]=[CH:18][C:17]([Cl:20])=[CH:16][C:13]=1[CH2:14][N:10]1[CH:9]=[CH:8][CH:7]=[C:3]([C:4]([NH2:6])=[O:5])[C:2]1=[NH:1]. (2) The product is: [C:33]([C:30]1[CH:31]=[CH:32][C:27]([C:24]2[CH:23]=[CH:22][C:21]([CH2:20][C@H:19]([NH:18][C:16]([C@H:13]3[CH2:12][CH2:11][C@H:10]([CH2:9][NH:8][C:6](=[O:7])[O:5][C:1]([CH3:2])([CH3:4])[CH3:3])[CH2:15][CH2:14]3)=[O:17])[C:37](=[O:50])[NH:38][C:39]3[CH:40]=[CH:41][C:42]([C:45]4[N:49]=[N:48][NH:47][N:46]=4)=[CH:43][CH:44]=3)=[CH:26][CH:25]=2)=[C:28]([CH3:36])[CH:29]=1)(=[O:35])[NH2:59]. Given the reactants [C:1]([O:5][C:6]([NH:8][CH2:9][C@H:10]1[CH2:15][CH2:14][C@H:13]([C:16]([NH:18][C@H:19]([C:37](=[O:50])[NH:38][C:39]2[CH:44]=[CH:43][C:42]([C:45]3[N:46]=[N:47][NH:48][N:49]=3)=[CH:41][CH:40]=2)[CH2:20][C:21]2[CH:26]=[CH:25][C:24]([C:27]3[CH:32]=[CH:31][C:30]([C:33]([OH:35])=O)=[CH:29][C:28]=3[CH3:36])=[CH:23][CH:22]=2)=[O:17])[CH2:12][CH2:11]1)=[O:7])([CH3:4])([CH3:3])[CH3:2].F[P-](F)(F)(F)(F)F.C[N:59](C(ON1C2=NC=CC=C2N=N1)=[N+](C)C)C.C(N(CC)C(C)C)(C)C.N, predict the reaction product. (3) Given the reactants CON=[C:4]([CH2:10][C:11](=O)[CH3:12])[C:5]([O:7][CH2:8][CH3:9])=[O:6].Cl.[Cl:15][C:16]1[CH:21]=[C:20]([Cl:22])[CH:19]=[C:18]([Cl:23])[C:17]=1[NH:24][NH2:25], predict the reaction product. The product is: [CH3:12][C:11]1[CH:10]=[C:4]([C:5]([O:7][CH2:8][CH3:9])=[O:6])[N:24]([C:17]2[C:16]([Cl:15])=[CH:21][C:20]([Cl:22])=[CH:19][C:18]=2[Cl:23])[N:25]=1. (4) Given the reactants [C:1]([C:3]1[CH:4]=[C:5]([S:17]([N:20]([CH2:26][C:27]2[CH:32]=[CH:31][C:30]([O:33][CH3:34])=[CH:29][C:28]=2[O:35][CH3:36])[C:21]2[S:25][N:24]=[CH:23][N:22]=2)(=[O:19])=[O:18])[CH:6]=[CH:7][C:8]=1B1OCC(C)(C)CO1)#[N:2].C(=O)([O-])[O-].[K+].[K+].[CH3:43][O:44][C:45]1[CH:52]=[C:51]([C:53]([F:56])([F:55])[F:54])[CH:50]=[CH:49][C:46]=1[CH2:47]Br, predict the reaction product. The product is: [C:1]([C:3]1[CH:4]=[C:5]([S:17]([N:20]([CH2:26][C:27]2[CH:32]=[CH:31][C:30]([O:33][CH3:34])=[CH:29][C:28]=2[O:35][CH3:36])[C:21]2[S:25][N:24]=[CH:23][N:22]=2)(=[O:18])=[O:19])[CH:6]=[CH:7][C:8]=1[CH2:47][C:46]1[CH:49]=[CH:50][C:51]([C:53]([F:54])([F:55])[F:56])=[CH:52][C:45]=1[O:44][CH3:43])#[N:2]. (5) Given the reactants [C:1]([CH:3]([CH:7]1[C:11]([Cl:12])=[C:10](Cl)C(=O)O1)[C:4]([NH2:6])=[O:5])#[N:2].Cl.[NH2:16][CH:17]([C:19]1[CH:20]=[C:21]([CH:24]=[C:25]([F:27])[CH:26]=1)[C:22]#[N:23])[CH3:18].C(N(CC)CC)C, predict the reaction product. The product is: [ClH:12].[Cl:12][C:11]1[CH:7]=[C:3]([C:4]([NH2:6])=[O:5])[C:1](=[NH:2])[N:16]([CH:17]([C:19]2[CH:26]=[C:25]([F:27])[CH:24]=[C:21]([C:22]#[N:23])[CH:20]=2)[CH3:18])[CH:10]=1. (6) Given the reactants [CH2:1]([N:8]1[C@H:14]([CH2:15][O:16][Si](C(C)(C)C)(C)C)[CH2:13][CH2:12][C:9]21[CH2:11][CH2:10]2)[C:2]1[CH:7]=[CH:6][CH:5]=[CH:4][CH:3]=1.CCCC[N+](CCCC)(CCCC)CCCC.[F-], predict the reaction product. The product is: [CH2:1]([N:8]1[C@H:14]([CH2:15][OH:16])[CH2:13][CH2:12][C:9]21[CH2:10][CH2:11]2)[C:2]1[CH:7]=[CH:6][CH:5]=[CH:4][CH:3]=1. (7) Given the reactants [CH3:1][C:2]([C:4]1[CH:9]=[C:8]([F:10])[C:7]([O:11][CH3:12])=[C:6]([F:13])[CH:5]=1)=[O:3].[C:14](OC)(=[O:19])[C:15]([O:17][CH3:18])=[O:16].C[O-].[Na+], predict the reaction product. The product is: [F:13][C:6]1[CH:5]=[C:4]([C:2](=[O:3])[CH2:1][C:14](=[O:19])[C:15]([O:17][CH3:18])=[O:16])[CH:9]=[C:8]([F:10])[C:7]=1[O:11][CH3:12].